Dataset: Forward reaction prediction with 1.9M reactions from USPTO patents (1976-2016). Task: Predict the product of the given reaction. (1) Given the reactants [Cl-].[NH2:2][C:3]([C:5]1[CH:10]=[C:9]([F:11])[CH:8]=[CH:7][C:6]=1[CH2:12][NH3+:13])=[O:4].[OH:14][C:15]1[C:16]([C:31](O)=[O:32])=[N:17][C:18]([N:25]([CH3:30])[S:26]([CH3:29])(=[O:28])=[O:27])=[C:19]2[C:24]=1[N:23]=[CH:22][CH:21]=[CH:20]2, predict the reaction product. The product is: [NH2:2][C:3]([C:5]1[CH:10]=[C:9]([F:11])[CH:8]=[CH:7][C:6]=1[CH2:12][NH:13][C:31]([C:16]1[C:15]([OH:14])=[C:24]2[C:19]([CH:20]=[CH:21][CH:22]=[N:23]2)=[C:18]([N:25]([CH3:30])[S:26]([CH3:29])(=[O:28])=[O:27])[N:17]=1)=[O:32])=[O:4]. (2) Given the reactants [F:1][C:2]1[CH:9]=[CH:8][CH:7]=[CH:6][C:3]=1[CH2:4]Cl.[CH2:10]([N:17]1[C:25]2[C:20](=[CH:21][CH:22]=[C:23]([CH2:26][C:27]([OH:29])=[O:28])[CH:24]=2)[CH:19]=[CH:18]1)[C:11]1[CH:16]=[CH:15][CH:14]=[CH:13][CH:12]=1, predict the reaction product. The product is: [F:1][C:2]1[CH:9]=[CH:8][CH:7]=[CH:6][C:3]=1[CH2:4][N:17]1[C:25]2[C:20](=[CH:21][CH:22]=[C:23]([CH2:26][C:27]([OH:29])=[O:28])[CH:24]=2)[CH:19]=[CH:18]1.[CH2:10]([N:17]1[C:25]2[C:20](=[CH:21][CH:22]=[C:23]([CH2:26][C:27]([OH:29])=[O:28])[CH:24]=2)[CH:19]=[CH:18]1)[C:11]1[CH:12]=[CH:13][CH:14]=[CH:15][CH:16]=1. (3) Given the reactants CO[CH:3](OC)[N:4]([CH3:6])[CH3:5].[C:9]([CH2:17][C:18]([O:20][CH2:21][CH3:22])=[O:19])(=[O:16])[C:10]1[CH:15]=[CH:14][N:13]=[CH:12][CH:11]=1, predict the reaction product. The product is: [CH2:21]([O:20][C:18](=[O:19])[C:17]([C:9]([C:10]1[CH:11]=[CH:12][N:13]=[CH:14][CH:15]=1)=[O:16])=[CH:3][N:4]([CH3:5])[CH3:6])[CH3:22]. (4) The product is: [CH2:1]([N:5]([CH2:6][C:7]1[CH:19]=[CH:18][C:10]([O:11][CH2:12][C:13]([O:15][CH2:16][CH3:17])=[O:14])=[C:9]([CH2:20][CH3:21])[CH:8]=1)[C:32]1[C:37]([CH3:38])=[C:36]([C:39]2[CH:44]=[CH:43][C:42]([CH3:45])=[CH:41][CH:40]=2)[N:35]=[CH:34][N:33]=1)[CH2:2][CH2:3][CH3:4]. Given the reactants [CH2:1]([NH:5][CH2:6][C:7]1[CH:19]=[CH:18][C:10]([O:11][CH2:12][C:13]([O:15][CH2:16][CH3:17])=[O:14])=[C:9]([CH2:20][CH3:21])[CH:8]=1)[CH2:2][CH2:3][CH3:4].C(N(CC)C(C)C)(C)C.Cl[C:32]1[C:37]([CH3:38])=[C:36]([C:39]2[CH:44]=[CH:43][C:42]([CH3:45])=[CH:41][CH:40]=2)[N:35]=[CH:34][N:33]=1, predict the reaction product. (5) Given the reactants [CH2:1]([N:5]([CH2:34][CH2:35][CH2:36][CH3:37])[C:6]1[N:11]=[C:10]([C:12]2[CH:21]=[CH:20][C:15]([C:16]([O:18]C)=[O:17])=[CH:14][C:13]=2[C:22]([N:24]2[CH2:33][CH2:32][C:31]3[C:26](=[CH:27][CH:28]=[CH:29][CH:30]=3)[CH2:25]2)=[O:23])[CH:9]=[CH:8][CH:7]=1)[CH2:2][CH2:3][CH3:4].[OH-].[Na+].Cl, predict the reaction product. The product is: [CH2:1]([N:5]([CH2:34][CH2:35][CH2:36][CH3:37])[C:6]1[N:11]=[C:10]([C:12]2[CH:21]=[CH:20][C:15]([C:16]([OH:18])=[O:17])=[CH:14][C:13]=2[C:22]([N:24]2[CH2:33][CH2:32][C:31]3[C:26](=[CH:27][CH:28]=[CH:29][CH:30]=3)[CH2:25]2)=[O:23])[CH:9]=[CH:8][CH:7]=1)[CH2:2][CH2:3][CH3:4].